From a dataset of Full USPTO retrosynthesis dataset with 1.9M reactions from patents (1976-2016). Predict the reactants needed to synthesize the given product. (1) Given the product [CH3:31][N:32]1[CH2:45][CH2:44][C:35]2[N:36](/[CH:2]=[C:3](/[C:5]3[CH:10]=[CH:9][CH:8]=[C:7]([S:11]([CH3:14])(=[O:13])=[O:12])[CH:6]=3)\[CH3:4])[C:37]3[CH:38]=[CH:39][C:40]([CH3:43])=[CH:41][C:42]=3[C:34]=2[CH2:33]1, predict the reactants needed to synthesize it. The reactants are: Br[CH:2]=[C:3]([C:5]1[CH:10]=[CH:9][CH:8]=[C:7]([S:11]([CH3:14])(=[O:13])=[O:12])[CH:6]=1)[CH3:4].P([O-])([O-])([O-])=O.[K+].[K+].[K+].N1CCC[C@H]1C(O)=O.[CH3:31][N:32]1[CH2:45][CH2:44][C:35]2[NH:36][C:37]3[CH:38]=[CH:39][C:40]([CH3:43])=[CH:41][C:42]=3[C:34]=2[CH2:33]1. (2) Given the product [Cl:1][C:2]1[CH:3]=[C:4]([CH:9]2[CH:13]([CH:14]([O:16][C:17]3[CH:22]=[CH:21][C:20]([C:23]([F:26])([F:24])[F:25])=[CH:19][CH:18]=3)[CH3:15])[CH2:12][N:11]([C:27]([N:44]3[CH2:45][CH2:46][N:41]([CH2:40][CH2:39][N:38]([CH3:47])[CH3:37])[CH2:42][CH2:43]3)=[O:28])[CH2:10]2)[CH:5]=[CH:6][C:7]=1[Cl:8], predict the reactants needed to synthesize it. The reactants are: [Cl:1][C:2]1[CH:3]=[C:4]([CH:9]2[CH:13]([CH:14]([O:16][C:17]3[CH:22]=[CH:21][C:20]([C:23]([F:26])([F:25])[F:24])=[CH:19][CH:18]=3)[CH3:15])[CH2:12][N:11]([C:27](Cl)=[O:28])[CH2:10]2)[CH:5]=[CH:6][C:7]=1[Cl:8].CCN(CC)CC.[CH3:37][N:38]([CH3:47])[CH2:39][CH2:40][N:41]1[CH2:46][CH2:45][NH:44][CH2:43][CH2:42]1. (3) Given the product [OH:8][CH:9]([CH2:10][NH:11][CH3:12])[CH2:20][O:21][C:22]1[CH:23]=[C:24]([C:28]2[N:33]=[C:32]3[N:34]([CH:37]([CH3:39])[CH3:38])[N:35]=[CH:36][C:31]3=[C:30]([NH:40][C:41]([NH:43][CH:44]3[CH2:45][CH2:46][O:47][CH2:48][CH2:49]3)=[O:42])[CH:29]=2)[CH:25]=[CH:26][CH:27]=1, predict the reactants needed to synthesize it. The reactants are: [Si]([O:8][CH:9]([CH2:20][O:21][C:22]1[CH:27]=[CH:26][CH:25]=[C:24]([C:28]2[N:33]=[C:32]3[N:34]([CH:37]([CH3:39])[CH3:38])[N:35]=[CH:36][C:31]3=[C:30]([NH:40][C:41]([NH:43][CH:44]3[CH2:49][CH2:48][O:47][CH2:46][CH2:45]3)=[O:42])[CH:29]=2)[CH:23]=1)[CH2:10][N:11](C)[C:12](=O)OC(C)(C)C)(C(C)(C)C)(C)C.Cl.C(O)=O. (4) Given the product [O:1]=[C:2]1[NH:6][C:5](=[O:7])[CH:4]([CH2:8][C:9]2[CH:14]=[CH:13][C:12]([S:15]([NH:20][C:21]3[CH:26]=[CH:25][C:24]([N:27]4[CH2:28][CH2:29][C:30](=[O:33])[CH2:31][CH2:32]4)=[CH:23][CH:22]=3)(=[O:17])=[O:16])=[CH:11][CH:10]=2)[S:3]1, predict the reactants needed to synthesize it. The reactants are: [O:1]=[C:2]1[NH:6][C:5](=[O:7])[CH:4]([CH2:8][C:9]2[CH:14]=[CH:13][C:12]([S:15](Cl)(=[O:17])=[O:16])=[CH:11][CH:10]=2)[S:3]1.Cl.[NH2:20][C:21]1[CH:26]=[CH:25][C:24]([N:27]2[CH2:32][CH2:31][C:30](=[O:33])[CH2:29][CH2:28]2)=[CH:23][CH:22]=1. (5) Given the product [O:13]1[C:4]2[C:5]([C:6]([O:8][CH3:9])=[O:7])=[CH:10][CH:11]=[CH:12][C:3]=2[CH:1]=[C:15]1[C:16]([O:18][C:19]([CH3:22])([CH3:21])[CH3:20])=[O:17], predict the reactants needed to synthesize it. The reactants are: [CH:1]([C:3]1[C:4]([OH:13])=[C:5]([CH:10]=[CH:11][CH:12]=1)[C:6]([O:8][CH3:9])=[O:7])=O.Br[CH2:15][C:16]([O:18][C:19]([CH3:22])([CH3:21])[CH3:20])=[O:17].CC(C)([O-])C.[Na+]. (6) Given the product [Cl:1][C:2]1[CH:7]=[C:6]([F:8])[CH:5]=[CH:4][C:3]=1[C:9]1[C:10]([CH3:25])=[N:11][N:12]([CH3:24])[C:13]=1[CH:14]([C:16]1[CH:21]=[CH:20][C:19]([F:22])=[CH:18][C:17]=1[F:23])[F:32], predict the reactants needed to synthesize it. The reactants are: [Cl:1][C:2]1[CH:7]=[C:6]([F:8])[CH:5]=[CH:4][C:3]=1[C:9]1[C:10]([CH3:25])=[N:11][N:12]([CH3:24])[C:13]=1[CH:14]([C:16]1[CH:21]=[CH:20][C:19]([F:22])=[CH:18][C:17]=1[F:23])O.C(N(S(F)(F)[F:32])CC)C.